From a dataset of Catalyst prediction with 721,799 reactions and 888 catalyst types from USPTO. Predict which catalyst facilitates the given reaction. (1) Reactant: [H-].[Na+].[Br:3][C:4]1[CH:5]=[C:6]([NH2:13])[C:7]2[CH:8]=[N:9][NH:10][C:11]=2[CH:12]=1.[C:14]1([S:20](Cl)(=[O:22])=[O:21])[CH:19]=[CH:18][CH:17]=[CH:16][CH:15]=1. Product: [Br:3][C:4]1[CH:5]=[C:6]([NH2:13])[C:7]2[CH:8]=[N:9][N:10]([S:20]([C:14]3[CH:19]=[CH:18][CH:17]=[CH:16][CH:15]=3)(=[O:22])=[O:21])[C:11]=2[CH:12]=1. The catalyst class is: 3. (2) Reactant: Cl.[NH:2]1[CH2:5][CH:4]([NH:6][C:7]([C:9]2[CH:13]=[C:12]([C:14]3[CH:19]=[C:18]([C:20]([CH3:23])([CH3:22])[CH3:21])[CH:17]=[C:16]([C:24]([CH3:27])([CH3:26])[CH3:25])[CH:15]=3)[N:11]([CH2:28][CH:29]3[CH2:34][CH2:33][CH2:32][CH2:31][CH2:30]3)[C:10]=2[CH3:35])=[O:8])[CH2:3]1.CCN(C(C)C)C(C)C.[CH3:45][O:46][CH2:47][C:48](Cl)=[O:49]. Product: [CH:29]1([CH2:28][N:11]2[C:12]([C:14]3[CH:19]=[C:18]([C:20]([CH3:21])([CH3:22])[CH3:23])[CH:17]=[C:16]([C:24]([CH3:25])([CH3:26])[CH3:27])[CH:15]=3)=[CH:13][C:9]([C:7]([NH:6][CH:4]3[CH2:3][N:2]([C:48](=[O:49])[CH2:47][O:46][CH3:45])[CH2:5]3)=[O:8])=[C:10]2[CH3:35])[CH2:30][CH2:31][CH2:32][CH2:33][CH2:34]1. The catalyst class is: 2. (3) Reactant: [NH2:1][C:2]1[S:3][C:4]([CH:7]=[O:8])=[CH:5][N:6]=1.Br[CH2:10][C:11]([C:13]1[CH:18]=[CH:17][C:16]([Cl:19])=[CH:15][CH:14]=1)=O. Product: [Cl:19][C:16]1[CH:17]=[CH:18][C:13]([C:11]2[N:1]=[C:2]3[N:6]([CH:10]=2)[CH:5]=[C:4]([CH:7]=[O:8])[S:3]3)=[CH:14][CH:15]=1. The catalyst class is: 21. (4) Reactant: C([N:8]([C:10](=O)[CH2:11][NH2:12])[NH2:9])(OC(C)(C)C)=O.I.[Cl:15][C:16]1[CH:25]=[CH:24][C:19]([C:20](=[NH:23])SC)=[CH:18][CH:17]=1.C1(OC2C=CC=CC=2)C=CC=CC=1. Product: [Cl:15][C:16]1[CH:25]=[CH:24][C:19]([C:20]2[N:23]=[C:10]([CH2:11][NH2:12])[NH:8][N:9]=2)=[CH:18][CH:17]=1. The catalyst class is: 8. (5) Reactant: [CH:1]1[CH2:5][CH:4]=[CH:3][CH:2]=1.[H][H].BrBr.[OH-:10].[Na+].OO. Product: [CH:2]1([C:1]2([OH:10])[CH2:5][CH2:4][CH2:3][CH2:2]2)[CH2:1][CH2:5][CH2:4][CH2:3]1. The catalyst class is: 83.